Dataset: B-cell epitopes from IEDB database with 3,159 antigens for binding position prediction. Task: Token-level Classification. Given an antigen amino acid sequence, predict which amino acid positions are active epitope sites capable of antibody binding. Output is a list of indices for active positions. (1) Given the antigen sequence: MASLSRPSLPSCLCSFLLLLLLQVSSSYADPFYWVSPGVLVLLAVLPVLLLQITVGLIFLCLQYRLRGKLRAEIENLHRTFESFGVLGPQVKEPKKTGQFLEELRNPF, which amino acid positions are active epitope sites? The epitope positions are: [40, 41, 42, 43, 44, 45, 46, 47, 48, 49, 50, 51, 52, 53, 54]. The amino acids at these positions are: VLLAVLPVLLLQITV. (2) Given the antigen sequence: PDDEEGDAKKKKDGKKAEPKNPRENKLKQPGDRADGQPAGDRAAGQPAGDGAAGQPAGDGAAGQPAGDGAAGQPAGDRAAGQPAGDGAAGQPAGDGAAGQPAGDRAAGQPAGDRAAGQPAGDRAAGQPAGDRAAGQPAGDRAAGQPAGDRAAGQPAGDRADGQPAGDRAAGQPAGDRAAGQPAGNGAGGQAAGGNAANKKAEDAGGNAGGNAGGNAGGQGQNNEGANAPNEKSVKEYLDKVRATVGTEWTPCSVTCGVGVRVR, which amino acid positions are active epitope sites? The epitope positions are: [31, 32, 33, 34, 35, 36, 37, 38, 39, 40]. The amino acids at these positions are: DRADGQPAGD. (3) The epitope positions are: [27, 28, 29, 30, 31, 32, 33, 34, 35, 36, 37, 38, 39, 40, 41, 42, 43, 44, 45, 46]. The amino acids at these positions are: LAGAPQDVVKAFFELLKKDE. Given the antigen sequence: MKTLIVAALFCTIGMALADDTPPPPPFLAGAPQDVVKAFFELLKKDETKTDPEIEKDLDAWVDTLGGDYKAKFETFKKEMKAKEAELAKAHEEAVAKMTPEAKKADAELSKIAEDDSLNGIQKAQKIQAIYKTLPQSVKDELEKGIGPAVPQ, which amino acid positions are active epitope sites? (4) Given the antigen sequence: FYQTRIVVPASTPTRMDILGFVSACNDFTVRLLRDTTHITQDAMPQGIEDLIQQVASNALQLSQPQRPALPPAEQSVPNTNQSTPEHSKEVPALTAVETGATNPLEPSDTVQTRHVIQTRSRSESTIESFFARGACVTIMSVENFNETTLTGGKSQLFATWNITYTDTVQLRRKLEMFTYSRFDIEFTFVVTERLYTSGPTLNQVYQIMYVPPGAPVPKKWDDYTWQTSSNPSIFYTYGTAPPRXSIPFVGIANAYSHFYDGYSVVPLSTDTTDSGAAYYGAVSINDFGLLAIRVVNEHNPTRVSSKIRVYMKPKHIRVWCPRPPRAVKYYGVGVDYKAGDLMPLPTKNLTTYGFGHQNKAVYVAGYKIVNYHLATSEDYSHCVRSMWERDLMIVESRAQG, which amino acid positions are active epitope sites? The epitope positions are: [88, 89, 90, 91, 92, 93, 94, 95, 96, 97, 98, 99, 100, 101]. The amino acids at these positions are: KEVPALTAVETGAT. (5) Given the antigen sequence: NPVENYIDSVLNEVLVVPNIQPSTSVSSHAAPALDAAETGHTSSVQPEDMIETRYVITDQTRDETSIESFLGRSGCIAMIEFNTSSDKTEHDKIGKGFKTWKVSLQEMAQIRRKYELFTYTRFDSEITIVTAAAAQGNDSGHIVLQFMYVPPGAPVPEKRDDYTWQSGTNASVFWQEGQPYPRFTIPFMSIASAYYMFYDGYDGDSAASKYGSVVTNDMGTICVRIVTSNQKHDLNIVCRIYHKAKHIKAWCPRPPRAVAYQHTHSTNYIPSNGEATTQIKTRPDVFTVTNV, which amino acid positions are active epitope sites? The epitope positions are: [30, 31, 32, 33, 34, 35, 36, 37, 38, 39, 40, 41, 42, 43, 44, 45, 46, 47, 48, 49]. The amino acids at these positions are: APALDAAETGHTSSVQPEDM.